This data is from NCI-60 drug combinations with 297,098 pairs across 59 cell lines. The task is: Regression. Given two drug SMILES strings and cell line genomic features, predict the synergy score measuring deviation from expected non-interaction effect. (1) Drug 1: C1C(C(OC1N2C=C(C(=O)NC2=O)F)CO)O. Drug 2: CC1=C(C(CCC1)(C)C)C=CC(=CC=CC(=CC(=O)O)C)C. Cell line: A549. Synergy scores: CSS=42.1, Synergy_ZIP=-2.34, Synergy_Bliss=-2.08, Synergy_Loewe=0.486, Synergy_HSA=1.67. (2) Drug 1: CC12CCC(CC1=CCC3C2CCC4(C3CC=C4C5=CN=CC=C5)C)O. Drug 2: CC(C1=C(C=CC(=C1Cl)F)Cl)OC2=C(N=CC(=C2)C3=CN(N=C3)C4CCNCC4)N. Cell line: OVCAR3. Synergy scores: CSS=7.95, Synergy_ZIP=-1.73, Synergy_Bliss=-0.00867, Synergy_Loewe=-3.84, Synergy_HSA=-2.82. (3) Drug 1: C1CCN(CC1)CCOC2=CC=C(C=C2)C(=O)C3=C(SC4=C3C=CC(=C4)O)C5=CC=C(C=C5)O. Drug 2: C1CC(=O)NC(=O)C1N2C(=O)C3=CC=CC=C3C2=O. Cell line: NCIH23. Synergy scores: CSS=5.97, Synergy_ZIP=0.288, Synergy_Bliss=2.73, Synergy_Loewe=2.29, Synergy_HSA=1.06. (4) Cell line: MDA-MB-231. Drug 1: CNC(=O)C1=NC=CC(=C1)OC2=CC=C(C=C2)NC(=O)NC3=CC(=C(C=C3)Cl)C(F)(F)F. Synergy scores: CSS=10.2, Synergy_ZIP=2.89, Synergy_Bliss=6.59, Synergy_Loewe=6.64, Synergy_HSA=4.24. Drug 2: C1=CC=C(C(=C1)C(C2=CC=C(C=C2)Cl)C(Cl)Cl)Cl. (5) Drug 1: C1=CC(=C2C(=C1NCCNCCO)C(=O)C3=C(C=CC(=C3C2=O)O)O)NCCNCCO. Drug 2: CC(CN1CC(=O)NC(=O)C1)N2CC(=O)NC(=O)C2. Cell line: A498. Synergy scores: CSS=35.8, Synergy_ZIP=-2.70, Synergy_Bliss=-3.09, Synergy_Loewe=0.782, Synergy_HSA=3.07. (6) Drug 1: CC12CCC(CC1=CCC3C2CCC4(C3CC=C4C5=CN=CC=C5)C)O. Drug 2: C1=NC2=C(N=C(N=C2N1C3C(C(C(O3)CO)O)O)F)N. Cell line: SK-MEL-28. Synergy scores: CSS=4.87, Synergy_ZIP=-3.13, Synergy_Bliss=-5.33, Synergy_Loewe=-7.26, Synergy_HSA=-7.21.